This data is from Reaction yield outcomes from USPTO patents with 853,638 reactions. The task is: Predict the reaction yield, written as a fraction of the theoretical maximum amount of product (1.0 means a 100% yield; for example, 0.34 means a 34% yield). The reactants are [Li]C(C)(C)C.I[C:7]1[C:8]2[CH:16]=[CH:15][C:14]([O:17][CH3:18])=[CH:13][C:9]=2[S:10][C:11]=1[CH3:12]. The yield is 0.500. The product is [CH3:18][O:17][C:14]1[CH:15]=[CH:16][C:8]2[CH:7]=[C:11]([CH3:12])[S:10][C:9]=2[CH:13]=1. The catalyst is C1COCC1.